This data is from Catalyst prediction with 721,799 reactions and 888 catalyst types from USPTO. The task is: Predict which catalyst facilitates the given reaction. (1) Product: [OH:26][C@H:25]([CH2:27][N:29]([CH3:30])[CH3:28])[CH2:24][O:23][C:17]1[CH:16]=[C:15]2[C:20]([C:11]([O:10][C:6]3[CH:5]=[C:4]4[C:9](=[CH:8][CH:7]=3)[NH:1][CH:2]=[CH:3]4)=[N:12][CH:13]=[N:14]2)=[CH:19][C:18]=1[O:21][CH3:22]. Reactant: [NH:1]1[C:9]2[C:4](=[CH:5][C:6]([O:10][C:11]3[C:20]4[C:15](=[CH:16][C:17]([O:23][CH2:24][C@H:25]5[CH2:27][O:26]5)=[C:18]([O:21][CH3:22])[CH:19]=4)[N:14]=[CH:13][N:12]=3)=[CH:7][CH:8]=2)[CH:3]=[CH:2]1.[CH3:28][NH:29][CH3:30]. The catalyst class is: 118. (2) Reactant: [C:1]12([C:11]([O:13][CH:14]3[CH:18]4[O:19][C:20](=[O:30])[CH:21]5[CH:22]([C:23]([O:25]C(C)(C)C)=[O:24])[CH:15]3[CH2:16][CH:17]45)=[O:12])[CH2:10][CH:5]3[CH2:6][CH:7]([CH2:9][CH:3]([CH2:4]3)[CH2:2]1)[CH2:8]2. Product: [C:1]12([C:11]([O:13][CH:14]3[CH:18]4[O:19][C:20](=[O:30])[CH:21]5[CH:22]([C:23]([OH:25])=[O:24])[CH:15]3[CH2:16][CH:17]45)=[O:12])[CH2:10][CH:5]3[CH2:4][CH:3]([CH2:9][CH:7]([CH2:6]3)[CH2:8]1)[CH2:2]2. The catalyst class is: 106. (3) Reactant: C1CN([P+](ON2N=NC3C=CC=CC2=3)(N2CCCC2)N2CCCC2)CC1.F[P-](F)(F)(F)(F)F.[OH:34][C:35]1[CH:40]=[CH:39][C:38]([C:41]([F:44])([F:43])[F:42])=[CH:37][C:36]=1[C:45]1[CH:49]=[C:48]([C:50]2[CH:59]=[CH:58][C:57]3[C:52](=[CH:53][CH:54]=[C:55]([O:60][CH3:61])[CH:56]=3)[CH:51]=2)[N:47]([C@H:62]([C:64]2[CH:72]=[CH:71][C:67]([C:68](O)=[O:69])=[CH:66][CH:65]=2)[CH3:63])[N:46]=1.Cl.[C:74]([O:78][C:79](=[O:83])[CH2:80][CH2:81][NH2:82])([CH3:77])([CH3:76])[CH3:75].CCN(C(C)C)C(C)C. Product: [OH:34][C:35]1[CH:40]=[CH:39][C:38]([C:41]([F:43])([F:44])[F:42])=[CH:37][C:36]=1[C:45]1[CH:49]=[C:48]([C:50]2[CH:59]=[CH:58][C:57]3[C:52](=[CH:53][CH:54]=[C:55]([O:60][CH3:61])[CH:56]=3)[CH:51]=2)[N:47]([C@H:62]([C:64]2[CH:65]=[CH:66][C:67]([C:68]([NH:82][CH2:81][CH2:80][C:79]([O:78][C:74]([CH3:77])([CH3:76])[CH3:75])=[O:83])=[O:69])=[CH:71][CH:72]=2)[CH3:63])[N:46]=1. The catalyst class is: 3. (4) Reactant: [C:1]([C:5]1[CH:9]=[C:8]([NH2:10])[N:7]([C:11]2[CH:16]=[CH:15][N:14]=[CH:13][CH:12]=2)[N:6]=1)([CH3:4])([CH3:3])[CH3:2].C(=O)([O-])[O-].[K+].[K+].Cl[C:24]([O:26][C:27]1[CH:32]=[CH:31][CH:30]=[CH:29][CH:28]=1)=[O:25]. Product: [C:1]([C:5]1[CH:9]=[C:8]([NH:10][C:24](=[O:25])[O:26][C:27]2[CH:32]=[CH:31][CH:30]=[CH:29][CH:28]=2)[N:7]([C:11]2[CH:12]=[CH:13][N:14]=[CH:15][CH:16]=2)[N:6]=1)([CH3:4])([CH3:2])[CH3:3]. The catalyst class is: 1. (5) Reactant: [Si:1]([O:8][C@@H:9]([CH2:21][C:22]([NH2:24])=[O:23])[CH2:10][C:11]([O:13]CC1C=CC=CC=1)=[O:12])([C:4]([CH3:7])([CH3:6])[CH3:5])([CH3:3])[CH3:2].[H][H]. Product: [Si:1]([O:8][C@H:9]([CH2:10][C:11]([OH:13])=[O:12])[CH2:21][C:22]([NH2:24])=[O:23])([C:4]([CH3:6])([CH3:7])[CH3:5])([CH3:3])[CH3:2]. The catalyst class is: 78. (6) The catalyst class is: 4. Product: [CH3:1][O:2][C:3](=[O:12])[C:4]1[CH:9]=[CH:8][CH:7]=[C:6]([NH:10][S:27]([C:21]2[CH:22]=[C:23]([F:26])[CH:24]=[CH:25][C:20]=2[F:19])(=[O:29])=[O:28])[C:5]=1[F:11]. Reactant: [CH3:1][O:2][C:3](=[O:12])[C:4]1[CH:9]=[CH:8][CH:7]=[C:6]([NH2:10])[C:5]=1[F:11].N1C=CC=CC=1.[F:19][C:20]1[CH:25]=[CH:24][C:23]([F:26])=[CH:22][C:21]=1[S:27](Cl)(=[O:29])=[O:28]. (7) Reactant: [BH4-].[Na+].CO.[CH3:5][C:6]1[CH:11]=[C:10]([O:12][CH2:13][C:14]2[CH:19]=[CH:18][CH:17]=[CH:16][C:15]=2[CH3:20])[CH:9]=[CH:8][C:7]=1[CH:21]=[CH:22][C:23](=[O:25])[CH3:24]. Product: [CH3:5][C:6]1[CH:11]=[C:10]([O:12][CH2:13][C:14]2[CH:19]=[CH:18][CH:17]=[CH:16][C:15]=2[CH3:20])[CH:9]=[CH:8][C:7]=1[CH:21]=[CH:22][CH:23]([OH:25])[CH3:24]. The catalyst class is: 1. (8) Reactant: [CH3:1][C:2](=[O:7])[CH2:3][CH2:4][CH:5]=O.C(O[CH:11](OCC)[N:12]([CH3:14])[CH3:13])C.C[OH:19]. Product: [CH3:11][N:12]([CH:14]=[C:3]([C:2](=[O:7])[CH3:1])[C:4](=[O:19])[CH3:5])[CH3:13]. The catalyst class is: 2. (9) Reactant: [CH3:1][CH2:2]/[CH:3]=[CH:4]\[CH2:5]/[CH:6]=[CH:7]\[CH2:8]/[CH:9]=[CH:10]\[CH2:11][CH2:12][CH2:13][CH2:14][CH2:15][CH2:16][CH2:17][C:18]([OH:20])=[O:19].[OH-].[Na+:22]. Product: [CH3:1][CH2:2]/[CH:3]=[CH:4]\[CH2:5]/[CH:6]=[CH:7]\[CH2:8]/[CH:9]=[CH:10]\[CH2:11][CH2:12][CH2:13][CH2:14][CH2:15][CH2:16][CH2:17][C:18]([O-:20])=[O:19].[Na+:22]. The catalyst class is: 11. (10) Reactant: [N:1]1[CH:6]=[CH:5][C:4]([CH2:7][NH:8][C:9]2[CH:17]=[CH:16][CH:15]=[CH:14][C:10]=2[C:11]([OH:13])=[O:12])=[CH:3][CH:2]=1.[F:18][C:19]1[C:24]([F:25])=[C:23]([F:26])[C:22]([F:27])=[C:21]([F:28])[C:20]=1O. Product: [F:18][C:19]1[C:20]([O:12][C:11](=[O:13])[C:10]2[CH:14]=[CH:15][CH:16]=[CH:17][C:9]=2[NH:8][CH2:7][C:4]2[CH:3]=[CH:2][N:1]=[CH:6][CH:5]=2)=[C:21]([F:28])[C:22]([F:27])=[C:23]([F:26])[C:24]=1[F:25]. The catalyst class is: 25.